From a dataset of Reaction yield outcomes from USPTO patents with 853,638 reactions. Predict the reaction yield, written as a fraction of the theoretical maximum amount of product (1.0 means a 100% yield; for example, 0.34 means a 34% yield). (1) The yield is 0.360. The reactants are Cl[CH2:2][CH2:3][O:4][C:5]1[C:13]2[C:8](=[N:9][CH:10]=[N:11][C:12]=2[NH:14][C:15]2[CH:20]=[CH:19][C:18]([O:21][C:22]3[CH:23]=[N:24][C:25]([CH3:28])=[CH:26][CH:27]=3)=[C:17]([Cl:29])[CH:16]=2)[NH:7][N:6]=1.[OH:30][CH:31]1[CH2:36][CH2:35][NH:34][CH2:33][CH2:32]1. The product is [Cl:29][C:17]1[CH:16]=[C:15]([NH:14][C:12]2[N:11]=[CH:10][N:9]=[C:8]3[NH:7][N:6]=[C:5]([O:4][CH2:3][CH2:2][N:34]4[CH2:35][CH2:36][CH:31]([OH:30])[CH2:32][CH2:33]4)[C:13]=23)[CH:20]=[CH:19][C:18]=1[O:21][C:22]1[CH:23]=[N:24][C:25]([CH3:28])=[CH:26][CH:27]=1. No catalyst specified. (2) The reactants are [N+:1]([C:4]1[CH:5]=[CH:6]C(C=C)=[N:8][CH:9]=1)([O-:3])=[O:2].C[N+]1([O-])CC[O:16]CC1.[CH3:20][C:21]([CH3:23])=[O:22]. The catalyst is [Os](=O)(=O)(=O)=O. The product is [N+:1]([C:4]1[CH:5]=[CH:6][C:20]([CH:21]([OH:22])[CH2:23][OH:16])=[N:8][CH:9]=1)([O-:3])=[O:2]. The yield is 0.860. (3) The reactants are O[C:2]1[N:7]2[N:8]=[CH:9][C:10]([C:11]3[CH:16]=[CH:15][C:14]([CH3:17])=[CH:13][C:12]=3[Cl:18])=[C:6]2[N:5]=[C:4]([CH3:19])[CH:3]=1.P(Cl)(Cl)([Cl:22])=O.C(N(CC)C1C=CC=CC=1)C.C1(C)C=CC=CC=1. The catalyst is CCCCCC.CCOC(C)=O. The product is [Cl:22][C:2]1[N:7]2[N:8]=[CH:9][C:10]([C:11]3[CH:16]=[CH:15][C:14]([CH3:17])=[CH:13][C:12]=3[Cl:18])=[C:6]2[N:5]=[C:4]([CH3:19])[CH:3]=1. The yield is 0.840. (4) The reactants are [SH:1][C:2]1[CH:15]=[CH:14][CH:13]=[CH:12][C:3]=1[C:4]([C:6]1[CH:11]=[CH:10][CH:9]=[CH:8][CH:7]=1)=[O:5].[CH2:16]([C:18]([CH2:25]OS(C)(=O)=O)([CH2:21][CH2:22][CH2:23][CH3:24])[CH:19]=[O:20])[CH3:17].C(N(CC)CC)C.Cl. The catalyst is COCCOCCOC. The product is [C:4]([C:3]1[CH:12]=[CH:13][CH:14]=[CH:15][C:2]=1[S:1][CH2:25][C:18]([CH2:16][CH3:17])([CH2:21][CH2:22][CH2:23][CH3:24])[CH:19]=[O:20])(=[O:5])[C:6]1[CH:11]=[CH:10][CH:9]=[CH:8][CH:7]=1. The yield is 0.580.